Predict the product of the given reaction. From a dataset of Forward reaction prediction with 1.9M reactions from USPTO patents (1976-2016). (1) The product is: [C:9]([C:12]1[C:13]([O:22][CH2:23][C:24]2[CH:29]=[CH:28][CH:27]=[CH:26][CH:25]=2)=[CH:14][C:15]([NH:18][C:19](=[O:21])[CH3:20])=[C:16]([Br:1])[CH:17]=1)(=[O:11])[CH3:10]. Given the reactants [Br:1]N1C(=O)CCC1=O.[C:9]([C:12]1[CH:17]=[CH:16][C:15]([NH:18][C:19](=[O:21])[CH3:20])=[CH:14][C:13]=1[O:22][CH2:23][C:24]1[CH:29]=[CH:28][CH:27]=[CH:26][CH:25]=1)(=[O:11])[CH3:10], predict the reaction product. (2) Given the reactants Cl.CN.[CH2:4]([O:6][C:7]1[CH:8]=[C:9]([O:25][C:26]2[CH:27]=[N:28][C:29]([S:32]([CH3:35])(=[O:34])=[O:33])=[CH:30][CH:31]=2)[CH:10]=[C:11]2[C:15]=1[NH:14][C:13]([C:16]1[S:17][CH:18]([CH2:21][C:22](O)=[O:23])[CH2:19][N:20]=1)=[CH:12]2)[CH3:5].O[N:37]1[C:41]2C=CC=CC=2N=N1.Cl.C(N=C=NCCCN(C)C)C, predict the reaction product. The product is: [CH2:4]([O:6][C:7]1[CH:8]=[C:9]([O:25][C:26]2[CH:27]=[N:28][C:29]([S:32]([CH3:35])(=[O:34])=[O:33])=[CH:30][CH:31]=2)[CH:10]=[C:11]2[C:15]=1[NH:14][C:13]([C:16]1[S:17][CH:18]([CH2:21][C:22]([NH:37][CH3:41])=[O:23])[CH2:19][N:20]=1)=[CH:12]2)[CH3:5]. (3) The product is: [CH:1]1([C:6]2[CH:7]=[CH:8][C:9]3[O:13][C:12]4[CH:14]=[C:15]([S:18]([NH:21][C@@H:22]([CH:27]([CH3:28])[CH3:29])[C:23]([OH:25])=[O:24])(=[O:20])=[O:19])[CH:16]=[CH:17][C:11]=4[C:10]=3[CH:30]=2)[CH2:2][CH2:3][CH2:4][CH2:5]1. Given the reactants [CH:1]1([C:6]2[CH:7]=[CH:8][C:9]3[O:13][C:12]4[CH:14]=[C:15]([S:18]([NH:21][C@@H:22]([CH:27]([CH3:29])[CH3:28])[C:23]([O:25]C)=[O:24])(=[O:20])=[O:19])[CH:16]=[CH:17][C:11]=4[C:10]=3[CH:30]=2)[CH2:5][CH2:4][CH2:3][CH2:2]1.[Li+].[OH-], predict the reaction product. (4) Given the reactants C([O:5][C:6](=[O:36])[CH2:7][N:8]1[C:12]2[CH:13]=[CH:14][CH:15]=[CH:16][C:11]=2[N:10]([CH2:17][C:18]2[N:22]([CH2:23][CH2:24][CH:25]([CH3:27])[CH3:26])[C:21]3[CH:28]=[CH:29][C:30]([C:32](=[NH:34])[NH2:33])=[CH:31][C:20]=3[N:19]=2)[C:9]1=[O:35])(C)(C)C.C(O)(C(F)(F)F)=O, predict the reaction product. The product is: [C:32]([C:30]1[CH:29]=[CH:28][C:21]2[N:22]([CH2:23][CH2:24][CH:25]([CH3:26])[CH3:27])[C:18]([CH2:17][N:10]3[C:11]4[CH:16]=[CH:15][CH:14]=[CH:13][C:12]=4[N:8]([CH2:7][C:6]([OH:36])=[O:5])[C:9]3=[O:35])=[N:19][C:20]=2[CH:31]=1)(=[NH:33])[NH2:34]. (5) Given the reactants CN(C)C(=O)C.[S-:7][CH2:8][CH3:9].[Na+].[Cl:11][C:12]1[N:19]=[CH:18][CH:17]=[C:16](Cl)[C:13]=1[C:14]#[N:15], predict the reaction product. The product is: [Cl:11][C:12]1[N:19]=[CH:18][CH:17]=[C:16]([S:7][CH2:8][CH3:9])[C:13]=1[C:14]#[N:15]. (6) The product is: [NH2:23][C@H:21]([CH3:22])[CH2:20][NH:19][C:7]1[C:8]2=[C:9]3[C:14](=[CH:15][CH:16]=[C:17]2[S:18][C:6]=1[C:4]([O:3][CH2:1][CH3:2])=[O:5])[N:13]=[CH:12][CH:11]=[CH:10]3. Given the reactants [CH2:1]([O:3][C:4]([C:6]1[S:18][C:17]2[C:8](=[C:9]3[C:14](=[CH:15][CH:16]=2)[N:13]=[CH:12][CH:11]=[CH:10]3)[C:7]=1[NH:19][CH2:20][C@H:21]([NH:23]C(OC(C)(C)C)=O)[CH3:22])=[O:5])[CH3:2], predict the reaction product.